From a dataset of Reaction yield outcomes from USPTO patents with 853,638 reactions. Predict the reaction yield, written as a fraction of the theoretical maximum amount of product (1.0 means a 100% yield; for example, 0.34 means a 34% yield). (1) The reactants are [CH3:1][N:2]1[CH2:8][CH2:7][CH2:6][NH:5][CH2:4][CH2:3]1.Cl[C:10]1[N:11]=[CH:12][C:13]([C:16]([NH:18][C:19]2[NH:20][N:21]=[C:22]([CH2:24][CH2:25][C:26]3[CH:31]=[C:30]([O:32][CH3:33])[CH:29]=[C:28]([O:34][CH3:35])[CH:27]=3)[CH:23]=2)=[O:17])=[N:14][CH:15]=1. The catalyst is CS(C)=O.CO. The product is [CH3:35][O:34][C:28]1[CH:27]=[C:26]([CH2:25][CH2:24][C:22]2[CH:23]=[C:19]([NH:18][C:16]([C:13]3[CH:12]=[N:11][C:10]([N:5]4[CH2:6][CH2:7][CH2:8][N:2]([CH3:1])[CH2:3][CH2:4]4)=[CH:15][N:14]=3)=[O:17])[NH:20][N:21]=2)[CH:31]=[C:30]([O:32][CH3:33])[CH:29]=1. The yield is 0.790. (2) The reactants are [NH:1]([C:3]1[CH:8]=[C:7]([C:9]([OH:11])=[O:10])[CH:6]=[CH:5][N:4]=1)[NH2:2].[CH:12]1([C:15](=O)[CH2:16][C:17](OCC)=[O:18])[CH2:14][CH2:13]1. No catalyst specified. The product is [CH:12]1([C:15]2[CH:16]=[C:17]([OH:18])[N:1]([C:3]3[CH:8]=[C:7]([CH:6]=[CH:5][N:4]=3)[C:9]([OH:11])=[O:10])[N:2]=2)[CH2:14][CH2:13]1. The yield is 0.240. (3) The reactants are [Br:1][C:2]1[S:6][C:5]([C:7]2[CH:12]=[CH:11][N:10]=[C:9](Cl)[N:8]=2)=[CH:4][CH:3]=1.[NH2:14][CH2:15][CH2:16][N:17]1[CH2:21][CH2:20][NH:19][C:18]1=[O:22]. The yield is 0.680. The product is [Br:1][C:2]1[S:6][C:5]([C:7]2[CH:12]=[CH:11][N:10]=[C:9]([NH:14][CH2:15][CH2:16][N:17]3[CH2:21][CH2:20][NH:19][C:18]3=[O:22])[N:8]=2)=[CH:4][CH:3]=1. The catalyst is C(O)(C)C.